Dataset: Reaction yield outcomes from USPTO patents with 853,638 reactions. Task: Predict the reaction yield, written as a fraction of the theoretical maximum amount of product (1.0 means a 100% yield; for example, 0.34 means a 34% yield). (1) The reactants are C([O:3][C:4](=O)[C:5]1[CH:10]=[C:9]([O:11][CH2:12][CH3:13])[C:8]([O:14][CH2:15][CH3:16])=[CH:7][C:6]=1[NH2:17])C.C(=O)([O-])[O-].[NH4+].[NH4+].O.[CH:26]([NH2:28])=O. No catalyst specified. The product is [CH2:12]([O:11][C:9]1[CH:10]=[C:5]2[C:6](=[CH:7][C:8]=1[O:14][CH2:15][CH3:16])[N:17]=[CH:26][NH:28][C:4]2=[O:3])[CH3:13]. The yield is 0.900. (2) The reactants are [C:1]([C@@H:4]([NH:9][C:10]([C:12]1[CH:17]=[CH:16][C:15]([Br:18])=[C:14](Cl)[N:13]=1)=[O:11])[CH2:5][CH:6]([CH3:8])[CH3:7])(=[O:3])[NH2:2].[F:20][C:21]1[CH:26]=[CH:25][C:24]([OH:27])=[CH:23][CH:22]=1.C(=O)([O-])[O-].[Na+].[Na+].O. The catalyst is CN(C=O)C. The product is [C:1]([C@@H:4]([NH:9][C:10]([C:12]1[CH:17]=[CH:16][C:15]([Br:18])=[C:14]([O:27][C:24]2[CH:25]=[CH:26][C:21]([F:20])=[CH:22][CH:23]=2)[N:13]=1)=[O:11])[CH2:5][CH:6]([CH3:8])[CH3:7])(=[O:3])[NH2:2]. The yield is 0.380. (3) The reactants are [C:1]([CH2:3][CH2:4][NH:5][C:6](=O)[CH2:7][N:8]1[CH:12]=[C:11]([C:13]2[CH:22]=[CH:21][CH:20]=[C:19]3[C:14]=2[CH2:15][CH2:16][CH2:17][N:18]3[C:23](=[O:36])[CH2:24][CH2:25][CH2:26][O:27][C:28]2[CH:33]=[CH:32][CH:31]=[C:30]([CH3:34])[C:29]=2[CH3:35])[CH:10]=[N:9]1)#[N:2].N1C=CC=CC=1.P(Cl)(Cl)(Cl)(Cl)Cl.C[Si]([N:54]=[N+:55]=[N-:56])(C)C. The catalyst is C(Cl)Cl. The product is [CH3:35][C:29]1[C:30]([CH3:34])=[CH:31][CH:32]=[CH:33][C:28]=1[O:27][CH2:26][CH2:25][CH2:24][C:23]([N:18]1[C:19]2[C:14](=[C:13]([C:11]3[CH:10]=[N:9][N:8]([CH2:7][C:6]4[N:5]([CH2:4][CH2:3][C:1]#[N:2])[N:56]=[N:55][N:54]=4)[CH:12]=3)[CH:22]=[CH:21][CH:20]=2)[CH2:15][CH2:16][CH2:17]1)=[O:36]. The yield is 0.810. (4) The reactants are CC1(C)C(C)(C)OB([C:9]2[CH:15]=[CH:14][C:12]([NH2:13])=[CH:11][CH:10]=2)O1.Cl[C:18]1[N:19]=[C:20]([N:28]2[CH2:33][CH2:32][O:31][CH2:30][C@@H:29]2[CH3:34])[C:21]2[CH2:26][N:25]([CH3:27])[CH2:24][C:22]=2[N:23]=1. No catalyst specified. The product is [CH3:27][N:25]1[CH2:26][C:21]2[C:20]([N:28]3[CH2:33][CH2:32][O:31][CH2:30][C@@H:29]3[CH3:34])=[N:19][C:18]([C:9]3[CH:10]=[CH:11][C:12]([NH2:13])=[CH:14][CH:15]=3)=[N:23][C:22]=2[CH2:24]1. The yield is 0.720. (5) The reactants are [C:1]([Cl:4])(Cl)=[S:2].[CH3:5][O:6][C:7]1[CH:8]=[C:9]2[C:14](=[CH:15][C:16]=1[O:17][CH3:18])[N:13]=[CH:12][N:11]=[C:10]2[N:19]1[CH2:24][CH2:23][NH:22][CH2:21][CH2:20]1.C(N(CC)CC)C. The catalyst is ClCCl. The product is [CH3:5][O:6][C:7]1[CH:8]=[C:9]2[C:14](=[CH:15][C:16]=1[O:17][CH3:18])[N:13]=[CH:12][N:11]=[C:10]2[N:19]1[CH2:20][CH2:21][N:22]([C:1]([Cl:4])=[S:2])[CH2:23][CH2:24]1. The yield is 0.520. (6) The reactants are CNCCNC.Br[C:8]1[CH:19]=[CH:18][C:11]([O:12][CH2:13][C:14]([CH3:17])([OH:16])[CH3:15])=[C:10]([O:20][CH3:21])[CH:9]=1.[Cl:22][C:23]1[CH:37]=[CH:36][C:26]([CH2:27][S:28][C:29]2[CH:34]=[CH:33][NH:32][C:31](=[O:35])[N:30]=2)=[CH:25][CH:24]=1.P([O-])([O-])([O-])=O.[K+].[K+].[K+]. The catalyst is O1CCOCC1.C(Cl)Cl.[Cu]I. The product is [Cl:22][C:23]1[CH:37]=[CH:36][C:26]([CH2:27][S:28][C:29]2[CH:34]=[CH:33][N:32]([C:8]3[CH:19]=[CH:18][C:11]([O:12][CH2:13][C:14]([OH:16])([CH3:17])[CH3:15])=[C:10]([O:20][CH3:21])[CH:9]=3)[C:31](=[O:35])[N:30]=2)=[CH:25][CH:24]=1. The yield is 0.0700. (7) The reactants are [Cl:1][C:2]1[CH:7]=[C:6]([CH2:8][O:9][C:10]2[CH:19]=[C:18]3[C:13]([C:14]([O:20]C4C=CC=CC=4)=[N:15][CH:16]=[N:17]3)=[CH:12][C:11]=2[O:27][CH3:28])[CH:5]=[CH:4][N:3]=1.Cl.C(=O)([O-])O.[Na+]. The product is [Cl:1][C:2]1[CH:7]=[C:6]([CH2:8][O:9][C:10]2[CH:19]=[C:18]3[C:13]([C:14](=[O:20])[NH:15][CH:16]=[N:17]3)=[CH:12][C:11]=2[O:27][CH3:28])[CH:5]=[CH:4][N:3]=1. No catalyst specified. The yield is 0.760. (8) The yield is 0.720. The catalyst is C1COCC1. The reactants are [Li][CH2:2][CH2:3][CH2:4][CH3:5].CC1[O:8][CH:9]=[CH:10][CH:11]=1.C1[O:14]C1. The product is [CH3:5][C:4]1[O:8][C:9]([CH2:10][CH2:11][OH:14])=[CH:2][CH:3]=1. (9) The reactants are C(OC([NH:11]/[C:12](=[N:20]\C(=O)OCC1C=CC=CC=1)/[NH:13][C:14]1[N:18]([CH3:19])[N:17]=[CH:16][CH:15]=1)=O)C1C=CC=CC=1.[H][H]. The catalyst is CCO.C1COCC1.[OH-].[OH-].[Pd+2]. The product is [CH3:19][N:18]1[C:14]([NH:13][C:12]([NH2:20])=[NH:11])=[CH:15][CH:16]=[N:17]1. The yield is 0.900.